From a dataset of Full USPTO retrosynthesis dataset with 1.9M reactions from patents (1976-2016). Predict the reactants needed to synthesize the given product. (1) Given the product [CH3:10][O:9][C:8]1[C:3]([O:2][CH3:1])=[CH:4][C:5]([N+:17]([O-:19])=[O:18])=[C:6]([CH:11]=[CH:12][N+:13]([O-:15])=[O:14])[N:7]=1, predict the reactants needed to synthesize it. The reactants are: [CH3:1][O:2][C:3]1[CH:4]=[C:5]([N+:17]([O-:19])=[O:18])[C:6]([CH:11](O)[CH2:12][N+:13]([O-:15])=[O:14])=[N:7][C:8]=1[O:9][CH3:10].CC([O-])=O.[Na+].C([O-])(O)=O.[Na+]. (2) The reactants are: [CH3:1][C:2]1[C:10]2[N:9]=[C:8]([CH2:11][CH2:12][CH3:13])[N:7]([CH2:14][C:15]3[CH:32]=[CH:31][C:18]4/[C:19](=[CH:28]\[C:29]#[N:30])/[C:20]5[CH:27]=[CH:26][CH:25]=[CH:24][C:21]=5[O:22][CH2:23][C:17]=4[CH:16]=3)[C:6]=2[CH:5]=[CH:4][CH:3]=1.NO.C([N:37](CC)CC)C.[C:42](Cl)(=[O:46])[O:43]CC.CC(C)([O-])C.[K+].C(O)(=O)CC(CC(O)=O)(C(O)=O)O. Given the product [CH3:1][C:2]1[C:10]2[N:9]=[C:8]([CH2:11][CH2:12][CH3:13])[N:7]([CH2:14][C:15]3[CH:32]=[CH:31][C:18]4/[C:19](=[CH:28]\[C:29]5[NH:37][C:42](=[O:46])[O:43][N:30]=5)/[C:20]5[CH:27]=[CH:26][CH:25]=[CH:24][C:21]=5[O:22][CH2:23][C:17]=4[CH:16]=3)[C:6]=2[CH:5]=[CH:4][CH:3]=1, predict the reactants needed to synthesize it. (3) Given the product [NH2:1][C@:2]([C:18]1[CH:23]=[CH:22][C:21]([Cl:24])=[CH:20][N:19]=1)([C:7]1[CH:12]=[C:11]([C:13]([F:15])([F:16])[F:14])[CH:10]=[C:9]([F:17])[CH:8]=1)[CH2:3][C:4]([NH2:27])=[O:5], predict the reactants needed to synthesize it. The reactants are: [NH2:1][C@:2]([C:18]1[CH:23]=[CH:22][C:21]([Cl:24])=[CH:20][N:19]=1)([C:7]1[CH:12]=[C:11]([C:13]([F:16])([F:15])[F:14])[CH:10]=[C:9]([F:17])[CH:8]=1)[CH2:3][C:4](O)=[O:5].CC[N:27]=C=NCCCN(C)C.C1C=CC2N(O)N=NC=2C=1.[NH4+].[Cl-]. (4) Given the product [Br:28][C:4]1[S:5][CH:6]=[C:2]([CH2:1][O:27][C:13]2[CH:14]=[CH:15][C:16]([B:18]3[O:19][C:20]([CH3:26])([CH3:25])[C:21]([CH3:23])([CH3:24])[O:22]3)=[CH:17][C:12]=2[O:11][CH3:10])[N:3]=1, predict the reactants needed to synthesize it. The reactants are: [CH3:1][C:2]1[N:3]=[CH:4][S:5][C:6]=1CCO.[CH3:10][O:11][C:12]1[CH:17]=[C:16]([B:18]2[O:22][C:21]([CH3:24])([CH3:23])[C:20]([CH3:26])([CH3:25])[O:19]2)[CH:15]=[CH:14][C:13]=1[OH:27].[Br:28]C1C=CC(O)=C(OC)C=1. (5) Given the product [F:1][C:2]1[CH:31]=[CH:30][C:5]2[CH:6]=[C:7]([C:9]3[C:18]([N:19]4[CH2:24][CH2:23][CH2:22][CH2:21][C@@H:20]4[CH3:25])=[N:17][C:16]4[C:11](=[CH:12][CH:13]=[C:14]([C:26]([OH:28])=[O:27])[CH:15]=4)[N:10]=3)[O:8][C:4]=2[CH:3]=1, predict the reactants needed to synthesize it. The reactants are: [F:1][C:2]1[CH:31]=[CH:30][C:5]2[CH:6]=[C:7]([C:9]3[C:18]([N:19]4[CH2:24][CH2:23][CH2:22][CH2:21][C@@H:20]4[CH3:25])=[N:17][C:16]4[C:11](=[CH:12][CH:13]=[C:14]([C:26]([O:28]C)=[O:27])[CH:15]=4)[N:10]=3)[O:8][C:4]=2[CH:3]=1.[OH-].[Na+]. (6) Given the product [C:16]([O:20][C:21]([N:23]1[CH2:28][CH2:27][N:26]([CH2:11][C:10]2[CH:13]=[CH:14][CH:15]=[C:8]([C:6]3[CH:5]=[CH:4][N:3]=[C:2]([Cl:1])[N:7]=3)[CH:9]=2)[CH:25]([CH2:29][CH3:30])[CH2:24]1)=[O:22])([CH3:19])([CH3:18])[CH3:17], predict the reactants needed to synthesize it. The reactants are: [Cl:1][C:2]1[N:7]=[C:6]([C:8]2[CH:9]=[C:10]([CH:13]=[CH:14][CH:15]=2)[CH:11]=O)[CH:5]=[CH:4][N:3]=1.[C:16]([O:20][C:21]([N:23]1[CH2:28][CH2:27][NH:26][CH:25]([CH2:29][CH3:30])[CH2:24]1)=[O:22])([CH3:19])([CH3:18])[CH3:17]. (7) Given the product [CH2:17]([N:24]1[C:10](=[O:11])[C:5]2[C:6](=[CH:16][C:2]([Cl:1])=[CH:3][CH:4]=2)[N:7]=[C:8]1[CH2:12][CH:13]([CH3:15])[CH3:14])[C:18]1[CH:23]=[CH:22][CH:21]=[CH:20][CH:19]=1, predict the reactants needed to synthesize it. The reactants are: [Cl:1][C:2]1[CH:3]=[CH:4][C:5]2[C:10](=[O:11])O[C:8]([CH2:12][CH:13]([CH3:15])[CH3:14])=[N:7][C:6]=2[CH:16]=1.[CH2:17]([NH2:24])[C:18]1[CH:23]=[CH:22][CH:21]=[CH:20][CH:19]=1.[OH-].[Na+].Cl.